Predict the product of the given reaction. From a dataset of Forward reaction prediction with 1.9M reactions from USPTO patents (1976-2016). Given the reactants [CH3:1][C:2]1[NH:6][N:5]=[CH:4][C:3]=1[C:7]1[CH:12]=[CH:11][CH:10]=[CH:9][CH:8]=1.[CH2:13](N1C=C(C2C=CC=CC=2)C(C)=N1)[CH2:14][C:15]#[CH:16], predict the reaction product. The product is: [CH2:16]([N:6]1[C:2]([CH3:1])=[C:3]([C:7]2[CH:8]=[CH:9][CH:10]=[CH:11][CH:12]=2)[CH:4]=[N:5]1)[CH2:15][C:14]#[CH:13].